From a dataset of Catalyst prediction with 721,799 reactions and 888 catalyst types from USPTO. Predict which catalyst facilitates the given reaction. (1) Reactant: [Br:1][C:2]1[CH:17]=[CH:16][C:5]([NH:6][CH2:7][CH:8]([C:10]2[CH:15]=[CH:14][CH:13]=[CH:12][CH:11]=2)[OH:9])=[CH:4][CH:3]=1.C(N(CC)C(C)C)(C)C.Cl[C:28](Cl)([O:30]C(=O)OC(Cl)(Cl)Cl)Cl. Product: [Br:1][C:2]1[CH:3]=[CH:4][C:5]([N:6]2[CH2:7][CH:8]([C:10]3[CH:15]=[CH:14][CH:13]=[CH:12][CH:11]=3)[O:9][C:28]2=[O:30])=[CH:16][CH:17]=1. The catalyst class is: 4. (2) Reactant: COC1C=CC([CH:9]2[C:18]3[C:13](=CC(OCCCO)=CC=3)[CH2:12][NH:11][CH2:10]2)=CC=1.[CH2:24]([N:31]1[CH2:40][CH:39]([C:41]2[CH:46]=[CH:45][C:44]([O:47][CH3:48])=[CH:43][CH:42]=2)[C:38]2[C:33](=[CH:34][C:35]([O:49][CH2:50][CH2:51][CH2:52]O)=[CH:36][CH:37]=2)[CH2:32]1)[C:25]1C=CC=CC=1. Product: [CH2:24]([N:31]1[CH2:40][CH:39]([C:41]2[CH:46]=[CH:45][C:44]([O:47][CH3:48])=[CH:43][CH:42]=2)[C:38]2[C:33](=[CH:34][C:35]([O:49][CH2:50][CH2:51][CH2:52][N:11]3[CH2:12][CH2:13][CH2:18][CH2:9][CH2:10]3)=[CH:36][CH:37]=2)[CH2:32]1)[CH3:25]. The catalyst class is: 50. (3) Reactant: [CH3:1][O:2][C:3]1[CH:8]=[CH:7][C:6]([CH2:9][C:10](=O)[CH3:11])=[CH:5][CH:4]=1.[C:13]([NH:16][C:17]([NH2:19])=[S:18])(=[O:15])[CH3:14].II. Product: [CH3:1][O:2][C:3]1[CH:8]=[CH:7][C:6]([C:9]2[S:18][C:17]([NH:16][C:13](=[O:15])[CH3:14])=[N:19][C:10]=2[CH3:11])=[CH:5][CH:4]=1. The catalyst class is: 17. (4) Reactant: [CH3:1][O:2][C:3]1[CH:4]=[C:5]2[C:10](=[CH:11][C:12]=1[O:13][CH3:14])[N:9]=[CH:8][CH:7]=[C:6]2[O:15][C:16]1[CH:22]=[CH:21][C:19]([NH2:20])=[C:18]([CH3:23])[C:17]=1[CH3:24].C1(C)C=CC=CC=1.C(N(CC)CC)C.Cl[C:40](Cl)([O:42]C(=O)OC(Cl)(Cl)Cl)Cl.[CH3:51][O:52][C:53]1[CH:54]=[C:55]([CH:59]=[CH:60][CH:61]=1)[CH:56]([OH:58])[CH3:57]. The catalyst class is: 2. Product: [CH3:1][O:2][C:3]1[CH:4]=[C:5]2[C:10](=[CH:11][C:12]=1[O:13][CH3:14])[N:9]=[CH:8][CH:7]=[C:6]2[O:15][C:16]1[CH:22]=[CH:21][C:19]([NH:20][C:40](=[O:42])[O:58][CH:56]([C:55]2[CH:59]=[CH:60][CH:61]=[C:53]([O:52][CH3:51])[CH:54]=2)[CH3:57])=[C:18]([CH3:23])[C:17]=1[CH3:24]. (5) Reactant: COC(=O)CC1C=CC(Cl)=CC=1Cl.C(OC1C=C(C=CN=1)C(O)=O)C1C=CC=CC=1.C([O:38][C:39]1[CH:44]=[C:43]([C:45]([OH:60])([CH:50]([C:52]2[CH:57]=[CH:56][C:55]([Cl:58])=[CH:54][C:53]=2[Cl:59])[CH3:51])[C:46]([F:49])([F:48])[F:47])[CH:42]=[CH:41][N:40]=1)C1C=CC=CC=1.CI. Product: [Cl:59][C:53]1[CH:54]=[C:55]([Cl:58])[CH:56]=[CH:57][C:52]=1[CH:50]([CH3:51])[C:45]([C:43]1[CH:42]=[CH:41][NH:40][C:39](=[O:38])[CH:44]=1)([OH:60])[C:46]([F:49])([F:48])[F:47]. The catalyst class is: 45.